This data is from NCI-60 drug combinations with 297,098 pairs across 59 cell lines. The task is: Regression. Given two drug SMILES strings and cell line genomic features, predict the synergy score measuring deviation from expected non-interaction effect. (1) Drug 1: C1=CC(=CC=C1CC(C(=O)O)N)N(CCCl)CCCl.Cl. Drug 2: CCC(=C(C1=CC=CC=C1)C2=CC=C(C=C2)OCCN(C)C)C3=CC=CC=C3.C(C(=O)O)C(CC(=O)O)(C(=O)O)O. Cell line: T-47D. Synergy scores: CSS=18.2, Synergy_ZIP=-5.26, Synergy_Bliss=-3.93, Synergy_Loewe=-5.93, Synergy_HSA=-5.69. (2) Drug 1: CNC(=O)C1=CC=CC=C1SC2=CC3=C(C=C2)C(=NN3)C=CC4=CC=CC=N4. Drug 2: COCCOC1=C(C=C2C(=C1)C(=NC=N2)NC3=CC=CC(=C3)C#C)OCCOC.Cl. Cell line: OVCAR-8. Synergy scores: CSS=11.4, Synergy_ZIP=-0.0669, Synergy_Bliss=4.83, Synergy_Loewe=2.70, Synergy_HSA=3.59. (3) Drug 1: C1=CC(=CC=C1CC(C(=O)O)N)N(CCCl)CCCl.Cl. Cell line: NCI-H460. Synergy scores: CSS=22.0, Synergy_ZIP=3.06, Synergy_Bliss=4.61, Synergy_Loewe=-20.8, Synergy_HSA=3.62. Drug 2: C1=CC=C(C(=C1)C(C2=CC=C(C=C2)Cl)C(Cl)Cl)Cl. (4) Drug 1: CC12CCC3C(C1CCC2NC(=O)OCC(F)(F)F)CCC4C3(C=CC(=O)N4C)C. Drug 2: CC1C(C(CC(O1)OC2CC(CC3=C2C(=C4C(=C3O)C(=O)C5=C(C4=O)C(=CC=C5)OC)O)(C(=O)CO)O)N)O. Cell line: UACC62. Synergy scores: CSS=50.2, Synergy_ZIP=-5.27, Synergy_Bliss=-11.1, Synergy_Loewe=-51.6, Synergy_HSA=-11.6.